Dataset: NCI-60 drug combinations with 297,098 pairs across 59 cell lines. Task: Regression. Given two drug SMILES strings and cell line genomic features, predict the synergy score measuring deviation from expected non-interaction effect. (1) Drug 1: CC(C1=C(C=CC(=C1Cl)F)Cl)OC2=C(N=CC(=C2)C3=CN(N=C3)C4CCNCC4)N. Drug 2: CC1=CC=C(C=C1)C2=CC(=NN2C3=CC=C(C=C3)S(=O)(=O)N)C(F)(F)F. Cell line: DU-145. Synergy scores: CSS=11.8, Synergy_ZIP=-0.362, Synergy_Bliss=3.79, Synergy_Loewe=2.26, Synergy_HSA=2.34. (2) Drug 2: CC1CCC2CC(C(=CC=CC=CC(CC(C(=O)C(C(C(=CC(C(=O)CC(OC(=O)C3CCCCN3C(=O)C(=O)C1(O2)O)C(C)CC4CCC(C(C4)OC)O)C)C)O)OC)C)C)C)OC. Drug 1: C1=CC(=CC=C1CCCC(=O)O)N(CCCl)CCCl. Cell line: IGROV1. Synergy scores: CSS=48.9, Synergy_ZIP=-14.1, Synergy_Bliss=-11.3, Synergy_Loewe=-5.56, Synergy_HSA=-3.87.